This data is from Forward reaction prediction with 1.9M reactions from USPTO patents (1976-2016). The task is: Predict the product of the given reaction. (1) Given the reactants [Br:1][C:2]1[CH:3]=[C:4]([CH:7]=[O:8])[S:5][CH:6]=1.S(O)(C1C=CC(C)=CC=1)(=O)=O.O.[CH3:21][C:22]([CH3:27])([CH2:25]O)[CH2:23][OH:24].C(=O)([O-])O.[Na+], predict the reaction product. The product is: [Br:1][C:2]1[CH:3]=[C:4]([CH:7]2[O:24][CH2:23][C:22]([CH3:27])([CH3:25])[CH2:21][O:8]2)[S:5][CH:6]=1. (2) Given the reactants [NH:1]1[CH2:6][CH2:5][CH:4]([NH:7][C:8](=[O:14])[O:9][C:10]([CH3:13])([CH3:12])[CH3:11])[CH2:3][CH2:2]1.Br[C:16]1[N:17]=[N:18][CH:19]=[CH:20][CH:21]=1.[F-].[Cs+].C([O-])([O-])=O.[K+].[K+], predict the reaction product. The product is: [N:17]1[CH:16]=[CH:21][CH:20]=[C:19]([N:1]2[CH2:2][CH2:3][CH:4]([NH:7][C:8](=[O:14])[O:9][C:10]([CH3:11])([CH3:13])[CH3:12])[CH2:5][CH2:6]2)[N:18]=1. (3) Given the reactants [Br:1][C:2]1[CH:3]=[CH:4][C:5]([CH3:9])=[N+:6]([O-:8])[CH:7]=1.[N+:10]([O-])([OH:12])=[O:11].[OH-].[Na+], predict the reaction product. The product is: [Br:1][C:2]1[C:3]([N+:10]([O-:12])=[O:11])=[CH:4][C:5]([CH3:9])=[N+:6]([O-:8])[CH:7]=1. (4) Given the reactants OB1C2C=CC(OC3C=CC(C#N)=C(N4CCOCC4)N=3)=CC=2CO1.[CH2:26]([O:28][C:29]1[N:36]=[C:35]([O:37][C:38]2[CH:43]=[CH:42][C:41]([B:44]3[O:48][C:47](C)(C)C(C)(C)[O:45]3)=[C:40](C=O)[CH:39]=2)[CH:34]=[CH:33][C:30]=1[C:31]#[N:32])[CH3:27].[BH4-].[Na+], predict the reaction product. The product is: [CH2:26]([O:28][C:29]1[N:36]=[C:35]([O:37][C:38]2[CH:39]=[CH:40][C:41]3[B:44]([OH:45])[O:48][CH2:47][C:42]=3[CH:43]=2)[CH:34]=[CH:33][C:30]=1[C:31]#[N:32])[CH3:27]. (5) Given the reactants [CH3:1][O:2][C:3]1[CH:8]=[CH:7][C:6]([NH:9][C:10]2[CH:15]=[CH:14][C:13]([O:16][CH3:17])=[CH:12][CH:11]=2)=[CH:5][CH:4]=1.[O-:18][C:19]#[N:20].[Na+].[OH-].[Na+], predict the reaction product. The product is: [CH3:17][O:16][C:13]1[CH:14]=[CH:15][C:10]([N:9]([C:6]2[CH:5]=[CH:4][C:3]([O:2][CH3:1])=[CH:8][CH:7]=2)[C:19]([NH2:20])=[O:18])=[CH:11][CH:12]=1. (6) Given the reactants [O:1]1[CH:5]=[CH:4][CH:3]=[C:2]1[CH2:6][N:7]([CH2:22][C:23]1[CH:28]=[CH:27][C:26]([S:29][C:30]([CH3:39])([CH3:38])[C:31]([O:33]C(C)(C)C)=[O:32])=[CH:25][CH:24]=1)[CH2:8][C:9]1[CH:14]=[C:13]([C:15]2[CH:20]=[CH:19][C:18]([CH3:21])=[CH:17][CH:16]=2)[N:12]=[CH:11][N:10]=1.Cl, predict the reaction product. The product is: [O:1]1[CH:5]=[CH:4][CH:3]=[C:2]1[CH2:6][N:7]([CH2:22][C:23]1[CH:24]=[CH:25][C:26]([S:29][C:30]([CH3:39])([CH3:38])[C:31]([OH:33])=[O:32])=[CH:27][CH:28]=1)[CH2:8][C:9]1[CH:14]=[C:13]([C:15]2[CH:16]=[CH:17][C:18]([CH3:21])=[CH:19][CH:20]=2)[N:12]=[CH:11][N:10]=1.